Dataset: Forward reaction prediction with 1.9M reactions from USPTO patents (1976-2016). Task: Predict the product of the given reaction. (1) Given the reactants [Cl:1][C:2]1[CH:10]=[C:9]([O:11][CH3:12])[CH:8]=[C:7]2[C:3]=1[C:4]([CH2:26]N(C)C)=[CH:5][N:6]2[Si](C(C)(C)C)(C(C)(C)C)C(C)(C)C.CI.C[Si]([C:36]#[N:37])(C)C.[F-].C([N+](CCCC)(CCCC)CCCC)CCC, predict the reaction product. The product is: [Cl:1][C:2]1[CH:10]=[C:9]([O:11][CH3:12])[CH:8]=[C:7]2[C:3]=1[C:4]([CH2:26][C:36]#[N:37])=[CH:5][NH:6]2. (2) Given the reactants [Cl:1][C:2]1[CH:7]=[CH:6][C:5]([C:8]2[CH:12]=[C:11]([OH:13])[NH:10][N:9]=2)=[C:4]([F:14])[CH:3]=1.S(OC)(O[CH3:19])(=O)=O.N.Cl, predict the reaction product. The product is: [Cl:1][C:2]1[CH:7]=[CH:6][C:5]([C:8]2[CH:12]=[C:11]([OH:13])[N:10]([CH3:19])[N:9]=2)=[C:4]([F:14])[CH:3]=1. (3) Given the reactants [N:1]1[N:5]2[CH:6]=[CH:7][CH:8]=[CH:9][C:4]2=[CH:3][C:2]=1[C:10](O)=[O:11].CSC.B.O.Cl, predict the reaction product. The product is: [N:1]1[N:5]2[CH:6]=[CH:7][CH:8]=[CH:9][C:4]2=[CH:3][C:2]=1[CH2:10][OH:11].